From a dataset of Catalyst prediction with 721,799 reactions and 888 catalyst types from USPTO. Predict which catalyst facilitates the given reaction. Reactant: Cl[C:2]1[CH:7]=[C:6]([C:8]([C:10]2[CH:11]=[C:12]([NH:35][C:36](=[O:38])[CH3:37])[CH:13]=[C:14]([C:16]3[CH:24]=[CH:23][CH:22]=[C:21]4[C:17]=3[CH:18]=[CH:19][N:20]4[Si](C(C)C)(C(C)C)C(C)C)[CH:15]=2)=[O:9])[CH:5]=[CH:4][N:3]=1.[CH3:39][O-:40].[Na+]. Product: [NH:20]1[C:21]2[C:17](=[C:16]([C:14]3[CH:13]=[C:12]([NH:35][C:36](=[O:38])[CH3:37])[CH:11]=[C:10]([C:8]([C:6]4[CH:5]=[CH:4][N:3]=[C:2]([O:40][CH3:39])[CH:7]=4)=[O:9])[CH:15]=3)[CH:24]=[CH:23][CH:22]=2)[CH:18]=[CH:19]1. The catalyst class is: 5.